This data is from NCI-60 drug combinations with 297,098 pairs across 59 cell lines. The task is: Regression. Given two drug SMILES strings and cell line genomic features, predict the synergy score measuring deviation from expected non-interaction effect. Drug 1: C1=CC(=CC=C1CCCC(=O)O)N(CCCl)CCCl. Drug 2: CCC1(C2=C(COC1=O)C(=O)N3CC4=CC5=C(C=CC(=C5CN(C)C)O)N=C4C3=C2)O.Cl. Cell line: LOX IMVI. Synergy scores: CSS=38.9, Synergy_ZIP=-10.5, Synergy_Bliss=-3.49, Synergy_Loewe=-1.78, Synergy_HSA=-0.0782.